From a dataset of Full USPTO retrosynthesis dataset with 1.9M reactions from patents (1976-2016). Predict the reactants needed to synthesize the given product. (1) The reactants are: [CH3:1][C:2]1[CH:8]=[C:7]([CH3:9])[CH:6]=[CH:5][C:3]=1[NH2:4].C1(CN)CCCCC1.[O:18]=[C:19]1[C:27]2([CH2:31][O:30][C:29]3[CH:32]=[C:33]4[C:37](=[CH:38][C:28]2=3)[CH2:36][CH2:35][O:34]4)[C:26]2[C:21](=[CH:22][CH:23]=[CH:24][CH:25]=2)[N:20]1[CH2:39][C:40]1[CH:48]=[CH:47][CH:46]=[CH:45][C:41]=1[C:42](O)=[O:43].O=C1C2(COC3C=C4C(=CC2=3)CCO4)C2C(=CC=CC=2)N1CC1C=C(C=CC=1)C(O)=O. Given the product [CH3:1][C:2]1[CH:8]=[C:7]([CH3:9])[CH:6]=[CH:5][C:3]=1[NH:4][C:42](=[O:43])[C:41]1[CH:45]=[CH:46][CH:47]=[CH:48][C:40]=1[CH2:39][N:20]1[C:21]2[C:26](=[CH:25][CH:24]=[CH:23][CH:22]=2)[C:27]2([CH2:31][O:30][C:29]3[CH:32]=[C:33]4[C:37](=[CH:38][C:28]2=3)[CH2:36][CH2:35][O:34]4)[C:19]1=[O:18], predict the reactants needed to synthesize it. (2) Given the product [CH2:22]([O:29][C:2]1[CH:3]=[N:4][C:5]2[CH2:6][CH2:7][N:8]([CH2:13][C:14]3[CH:19]=[CH:18][C:17]([O:20][CH3:21])=[CH:16][CH:15]=3)[C:9](=[O:12])[C:10]=2[CH:11]=1)[C:23]1[CH:28]=[CH:27][CH:26]=[CH:25][CH:24]=1, predict the reactants needed to synthesize it. The reactants are: Br[C:2]1[CH:3]=[N:4][C:5]2[CH2:6][CH2:7][N:8]([CH2:13][C:14]3[CH:19]=[CH:18][C:17]([O:20][CH3:21])=[CH:16][CH:15]=3)[C:9](=[O:12])[C:10]=2[CH:11]=1.[CH2:22]([OH:29])[C:23]1[CH:28]=[CH:27][CH:26]=[CH:25][CH:24]=1.N1C2C(=CC=C3C=2N=CC=C3)C=CC=1.C([O-])([O-])=O.[Cs+].[Cs+]. (3) Given the product [Cl:22][C:23]1[N:24]=[CH:25][C:26]([N:19]2[CH:20]=[CH:21][C:17]([O:16][CH2:15][C:9]3[C:10]([CH3:14])=[CH:11][CH:12]=[CH:13][C:8]=3[N:5]3[C:6](=[O:7])[N:2]([CH3:1])[N:3]=[N:4]3)=[N:18]2)=[CH:27][CH:28]=1, predict the reactants needed to synthesize it. The reactants are: [CH3:1][N:2]1[C:6](=[O:7])[N:5]([C:8]2[CH:13]=[CH:12][CH:11]=[C:10]([CH3:14])[C:9]=2[CH2:15][O:16][C:17]2[CH:21]=[CH:20][NH:19][N:18]=2)[N:4]=[N:3]1.[Cl:22][C:23]1[CH:28]=[CH:27][C:26](B(O)O)=[CH:25][N:24]=1.N1C=CC=CC=1.C(#N)C.